Dataset: Full USPTO retrosynthesis dataset with 1.9M reactions from patents (1976-2016). Task: Predict the reactants needed to synthesize the given product. (1) Given the product [CH3:23][CH:22]([CH3:24])[C@@H:17]([NH:16][S:13]([C:11]1[CH:10]=[CH:9][C:7]2[S:8][C:4]3[CH:3]=[C:2]([B:30]4[O:31][C:32]([CH3:34])([CH3:33])[C:28]([CH3:44])([CH3:27])[O:29]4)[CH:26]=[CH:25][C:5]=3[C:6]=2[CH:12]=1)(=[O:15])=[O:14])[C:18]([O:20][CH3:21])=[O:19], predict the reactants needed to synthesize it. The reactants are: I[C:2]1[CH:26]=[CH:25][C:5]2[C:6]3[CH:12]=[C:11]([S:13]([NH:16][C@H:17]([CH:22]([CH3:24])[CH3:23])[C:18]([O:20][CH3:21])=[O:19])(=[O:15])=[O:14])[CH:10]=[CH:9][C:7]=3[S:8][C:4]=2[CH:3]=1.[CH3:27][C:28]1([CH3:44])[C:32]([CH3:34])([CH3:33])[O:31][B:30]([B:30]2[O:31][C:32]([CH3:34])([CH3:33])[C:28]([CH3:44])([CH3:27])[O:29]2)[O:29]1.C(Cl)Cl.CC([O-])=O.[K+]. (2) The reactants are: [C:1](Cl)(=O)C(Cl)=O.CS(C)=O.[Cl:11][C:12]1[CH:17]=[CH:16][C:15]([CH:18]([OH:32])[C:19]2[CH:24]=[N:23][CH:22]=[C:21]3[S:25][C:26]([C:28]([O:30][CH3:31])=[O:29])=[CH:27][C:20]=23)=[CH:14][CH:13]=1.C(N(CC)CC)C. Given the product [Cl:11][C:12]1[CH:17]=[CH:16][C:15]([C:18]([C:19]2[C:20]3[C:21]([S:25][CH:26]([C:28]([O:30][CH3:31])=[O:29])[CH:27]=3)=[CH:22][N:23]([CH3:1])[CH:24]=2)=[O:32])=[CH:14][CH:13]=1, predict the reactants needed to synthesize it. (3) Given the product [Br:1][C:2]1[CH:7]=[CH:6][C:5]([N+:8]([O-:10])=[O:9])=[CH:4][C:3]=1[CH2:11][CH2:12][O:13][CH3:16], predict the reactants needed to synthesize it. The reactants are: [Br:1][C:2]1[CH:7]=[CH:6][C:5]([N+:8]([O-:10])=[O:9])=[CH:4][C:3]=1[CH2:11][CH2:12][OH:13].[H-].[Na+].[CH3:16]I.